From a dataset of NCI-60 drug combinations with 297,098 pairs across 59 cell lines. Regression. Given two drug SMILES strings and cell line genomic features, predict the synergy score measuring deviation from expected non-interaction effect. (1) Drug 1: CC(C1=C(C=CC(=C1Cl)F)Cl)OC2=C(N=CC(=C2)C3=CN(N=C3)C4CCNCC4)N. Drug 2: B(C(CC(C)C)NC(=O)C(CC1=CC=CC=C1)NC(=O)C2=NC=CN=C2)(O)O. Cell line: MALME-3M. Synergy scores: CSS=18.5, Synergy_ZIP=-2.38, Synergy_Bliss=1.57, Synergy_Loewe=-3.54, Synergy_HSA=1.20. (2) Drug 1: CC1C(C(CC(O1)OC2CC(CC3=C2C(=C4C(=C3O)C(=O)C5=C(C4=O)C(=CC=C5)OC)O)(C(=O)C)O)N)O.Cl. Drug 2: CCC1=C2CN3C(=CC4=C(C3=O)COC(=O)C4(CC)O)C2=NC5=C1C=C(C=C5)O. Cell line: MALME-3M. Synergy scores: CSS=34.5, Synergy_ZIP=-2.96, Synergy_Bliss=4.75, Synergy_Loewe=4.14, Synergy_HSA=5.77. (3) Drug 1: C1=CC(=CC=C1CCC2=CNC3=C2C(=O)NC(=N3)N)C(=O)NC(CCC(=O)O)C(=O)O. Drug 2: CCCCCOC(=O)NC1=NC(=O)N(C=C1F)C2C(C(C(O2)C)O)O. Cell line: HS 578T. Synergy scores: CSS=-1.11, Synergy_ZIP=-4.87, Synergy_Bliss=-12.1, Synergy_Loewe=-21.4, Synergy_HSA=-13.0. (4) Drug 1: CCCCCOC(=O)NC1=NC(=O)N(C=C1F)C2C(C(C(O2)C)O)O. Drug 2: CS(=O)(=O)OCCCCOS(=O)(=O)C. Cell line: SNB-75. Synergy scores: CSS=7.41, Synergy_ZIP=-2.05, Synergy_Bliss=2.47, Synergy_Loewe=3.11, Synergy_HSA=1.09. (5) Drug 1: C1=NC2=C(N=C(N=C2N1C3C(C(C(O3)CO)O)F)Cl)N. Drug 2: B(C(CC(C)C)NC(=O)C(CC1=CC=CC=C1)NC(=O)C2=NC=CN=C2)(O)O. Cell line: CAKI-1. Synergy scores: CSS=67.7, Synergy_ZIP=4.91, Synergy_Bliss=4.57, Synergy_Loewe=4.71, Synergy_HSA=7.94. (6) Drug 1: C1=NC2=C(N=C(N=C2N1C3C(C(C(O3)CO)O)O)F)N. Drug 2: C(CCl)NC(=O)N(CCCl)N=O. Cell line: UACC62. Synergy scores: CSS=11.3, Synergy_ZIP=-5.50, Synergy_Bliss=-0.723, Synergy_Loewe=-11.2, Synergy_HSA=-2.23. (7) Drug 1: COC1=C(C=C2C(=C1)N=CN=C2NC3=CC(=C(C=C3)F)Cl)OCCCN4CCOCC4. Drug 2: CCC(=C(C1=CC=CC=C1)C2=CC=C(C=C2)OCCN(C)C)C3=CC=CC=C3.C(C(=O)O)C(CC(=O)O)(C(=O)O)O. Cell line: SK-MEL-5. Synergy scores: CSS=36.2, Synergy_ZIP=4.87, Synergy_Bliss=7.72, Synergy_Loewe=-0.836, Synergy_HSA=2.93. (8) Drug 1: C1CN1C2=NC(=NC(=N2)N3CC3)N4CC4. Drug 2: C1CNP(=O)(OC1)N(CCCl)CCCl. Cell line: MDA-MB-231. Synergy scores: CSS=21.5, Synergy_ZIP=-4.73, Synergy_Bliss=-1.20, Synergy_Loewe=-28.7, Synergy_HSA=-1.80. (9) Drug 2: C1=CN(C=N1)CC(O)(P(=O)(O)O)P(=O)(O)O. Synergy scores: CSS=-0.328, Synergy_ZIP=0.148, Synergy_Bliss=-1.35, Synergy_Loewe=-0.211, Synergy_HSA=-1.49. Cell line: SK-OV-3. Drug 1: C1CC(C1)(C(=O)O)C(=O)O.[NH2-].[NH2-].[Pt+2].